This data is from Full USPTO retrosynthesis dataset with 1.9M reactions from patents (1976-2016). The task is: Predict the reactants needed to synthesize the given product. (1) Given the product [CH3:1][C:2]1([CH3:21])[C:11]2[C:6](=[CH:7][CH:8]=[C:9]([C:12]3[CH:13]=[C:14]([CH:17]=[CH:18][CH:19]=3)[C:15]#[N:16])[CH:10]=2)[NH:5][C:4](=[S:23])[CH2:3]1, predict the reactants needed to synthesize it. The reactants are: [CH3:1][C:2]1([CH3:21])[C:11]2[C:6](=[CH:7][CH:8]=[C:9]([C:12]3[CH:13]=[C:14]([CH:17]=[CH:18][CH:19]=3)[C:15]#[N:16])[CH:10]=2)[NH:5][C:4](=O)[CH2:3]1.P12(SP3(SP(SP(S3)(S1)=S)(=S)S2)=S)=[S:23]. (2) The reactants are: OP([O-])([O-])=O.[K+].[K+].OP([O-])(O)=O.[K+].[OH-].[K+].[Na+].[Na+].P(OC[C@@H](O)[C@@H](O)[C@H](O)[C@@H](O)C=O)([O-])([O-])=O.[Na+].P(OC[C@H]1O[C@@H](N2C3N=CN=C(N)C=3N=C2)[C@H](O)[C@@H]1O)(OP([O-])([O-])=O)(=O)[O-].[Na+].[Na+].C.[NH2:65][C@H:66]([C:72]([O-:74])=[O:73])[CH2:67][CH2:68][C:69]([O-:71])=[O:70]. Given the product [NH2:65][C@H:66]([C:72]([OH:74])=[O:73])[CH2:67][CH2:68][C:69]([OH:71])=[O:70], predict the reactants needed to synthesize it. (3) The reactants are: F[C:2]1[C:11]2[C:6](=[CH:7][CH:8]=[CH:9][CH:10]=2)[C:5]([C:12]#[N:13])=[CH:4][CH:3]=1.[CH:14]1([CH2:17][NH2:18])[CH2:16][CH2:15]1. Given the product [CH:14]1([CH2:17][NH:18][C:2]2[C:11]3[C:6](=[CH:7][CH:8]=[CH:9][CH:10]=3)[C:5]([C:12]#[N:13])=[CH:4][CH:3]=2)[CH2:16][CH2:15]1, predict the reactants needed to synthesize it.